This data is from Reaction yield outcomes from USPTO patents with 853,638 reactions. The task is: Predict the reaction yield, written as a fraction of the theoretical maximum amount of product (1.0 means a 100% yield; for example, 0.34 means a 34% yield). (1) The reactants are [CH2:1]([N:3]([CH2:19][CH3:20])[CH2:4][CH2:5][N:6]1[CH2:11][CH2:10][C:9]2[NH:12][C:13]([CH:16]=O)=[C:14]([CH3:15])[C:8]=2[C:7]1=[O:18])[CH3:2].[CH3:21][O:22][C:23]1[CH:28]=[CH:27][C:26]([C:29]2[CH:30]=[C:31]3[C:35](=[CH:36][CH:37]=2)[NH:34][C:33](=[O:38])[CH2:32]3)=[CH:25][CH:24]=1. No catalyst specified. The product is [CH2:1]([N:3]([CH2:19][CH3:20])[CH2:4][CH2:5][N:6]1[CH2:11][CH2:10][C:9]2[NH:12][C:13]([CH:16]=[C:32]3[C:31]4[C:35](=[CH:36][CH:37]=[C:29]([C:26]5[CH:27]=[CH:28][C:23]([O:22][CH3:21])=[CH:24][CH:25]=5)[CH:30]=4)[NH:34][C:33]3=[O:38])=[C:14]([CH3:15])[C:8]=2[C:7]1=[O:18])[CH3:2]. The yield is 0.670. (2) The yield is 0.810. The product is [Cl:20][C:21]1[CH:29]=[CH:28][CH:27]=[CH:26][C:22]=1[C:23]1[S:24][C:9]([C:7]2[CH:6]=[CH:5][N:4]=[C:3]([NH2:2])[CH:8]=2)=[C:10]([C:12]2[CH:17]=[CH:16][CH:15]=[C:14]([CH3:18])[CH:13]=2)[N:25]=1. The reactants are Br.[NH2:2][C:3]1[CH:8]=[C:7]([CH:9](Br)[C:10]([C:12]2[CH:17]=[CH:16][CH:15]=[C:14]([CH3:18])[CH:13]=2)=O)[CH:6]=[CH:5][N:4]=1.[Cl:20][C:21]1[CH:29]=[CH:28][CH:27]=[CH:26][C:22]=1[C:23]([NH2:25])=[S:24].C(=O)([O-])O.[Na+]. The catalyst is CN(C)C=O. (3) The reactants are [Br:1][C:2]1[CH:7]=[CH:6][C:5]([S:8](Cl)(=[O:10])=[O:9])=[C:4]([F:12])[CH:3]=1.C[CH2:14][N:15](CC)[CH2:16]C.CNC.C1COCC1. The catalyst is ClCCl. The product is [Br:1][C:2]1[CH:7]=[CH:6][C:5]([S:8]([N:15]([CH3:16])[CH3:14])(=[O:10])=[O:9])=[C:4]([F:12])[CH:3]=1. The yield is 0.750. (4) The catalyst is [Pd].C(O)C. The yield is 0.710. The product is [NH2:2][CH2:1][CH2:3][N:4]1[C:12]2[CH2:11][CH2:10][CH2:9][CH2:8][C:7]=2[CH:6]=[C:5]1[C:13]([O:15][CH2:16][CH3:17])=[O:14]. The reactants are [C:1]([CH2:3][N:4]1[C:12]2[CH2:11][CH2:10][CH2:9][CH2:8][C:7]=2[CH:6]=[C:5]1[C:13]([O:15][CH2:16][CH3:17])=[O:14])#[N:2].Cl.C(OCC)(=O)C. (5) The reactants are [CH2:1]([O:8][C:9]1[CH:10]=[C:11]2[C:16](=[CH:17][CH:18]=1)[CH2:15][CH:14]([CH:19]([O:28][Si:29]([C:32]([CH3:35])([CH3:34])[CH3:33])([CH3:31])[CH3:30])[C:20]1[O:21][C:22]([C:25]([NH2:27])=O)=[CH:23][N:24]=1)[CH2:13][CH2:12]2)[C:2]1[CH:7]=[CH:6][CH:5]=[CH:4][CH:3]=1.N1C=CC=CC=1.FC(F)(F)C(OC(=O)C(F)(F)F)=O. The product is [CH2:1]([O:8][C:9]1[CH:10]=[C:11]2[C:16](=[CH:17][CH:18]=1)[CH2:15][CH:14]([CH:19]([O:28][Si:29]([C:32]([CH3:35])([CH3:34])[CH3:33])([CH3:30])[CH3:31])[C:20]1[O:21][C:22]([C:25]#[N:27])=[CH:23][N:24]=1)[CH2:13][CH2:12]2)[C:2]1[CH:7]=[CH:6][CH:5]=[CH:4][CH:3]=1. The yield is 0.690. The catalyst is O1CCOCC1.C(Cl)Cl. (6) The reactants are Cl.Cl.[NH2:3][C:4]1[N:9]=[CH:8][N:7]=[C:6]2[N:10]([CH:16]([C:18]3[C:19]([O:31][CH3:32])=[C:20]([CH:27]4[CH2:30][NH:29][CH2:28]4)[C:21]([CH3:26])=[C:22]([CH:25]=3)[C:23]#[N:24])[CH3:17])[N:11]=[C:12]([CH:13]([F:15])[F:14])[C:5]=12.[Si]([O:50][C@@H:51]([CH3:54])[CH:52]=O)(C(C)(C)C)(C1C=CC=CC=1)C1C=CC=CC=1.C(N(CC)CC)C.C(O[BH-](OC(=O)C)OC(=O)C)(=O)C.[Na+].[F-].C([N+](CCCC)(CCCC)CCCC)CCC. The catalyst is C(Cl)Cl.O1CCCC1. The product is [NH2:3][C:4]1[N:9]=[CH:8][N:7]=[C:6]2[N:10]([CH:16]([C:18]3[C:19]([O:31][CH3:32])=[C:20]([CH:27]4[CH2:30][N:29]([CH2:52][C@@H:51]([OH:50])[CH3:54])[CH2:28]4)[C:21]([CH3:26])=[C:22]([CH:25]=3)[C:23]#[N:24])[CH3:17])[N:11]=[C:12]([CH:13]([F:14])[F:15])[C:5]=12. The yield is 0.0660.